This data is from Catalyst prediction with 721,799 reactions and 888 catalyst types from USPTO. The task is: Predict which catalyst facilitates the given reaction. (1) Reactant: [CH3:1][O:2][C:3]1[N:8]=[CH:7][C:6]([NH:9][C:10]2[N:17]=[CH:16][CH:15]=[CH:14][C:11]=2[CH:12]=O)=[CH:5][CH:4]=1.[C:18](OCC)(=[O:25])[CH2:19][C:20]([O:22][CH2:23][CH3:24])=[O:21].N1CCCCC1. Product: [CH3:1][O:2][C:3]1[N:8]=[CH:7][C:6]([N:9]2[C:10]3[C:11](=[CH:14][CH:15]=[CH:16][N:17]=3)[CH:12]=[C:19]([C:20]([O:22][CH2:23][CH3:24])=[O:21])[C:18]2=[O:25])=[CH:5][CH:4]=1. The catalyst class is: 8. (2) Reactant: [O:1]1[C:5]([C:6]2[CH:11]=[CH:10][C:9]([NH:12][C:13]3[N:14]=[C:15]([N:23]([C:27]4[CH:32]=[CH:31][CH:30]=[CH:29][CH:28]=4)[CH2:24][CH2:25][OH:26])[C:16]4[CH2:22][NH:21][CH2:20][CH2:19][C:17]=4[N:18]=3)=[CH:8][CH:7]=2)=[CH:4][N:3]=[CH:2]1.C(N(CC)CC)C.[CH2:40]([S:42](Cl)(=[O:44])=[O:43])[CH3:41]. Product: [CH2:40]([S:42]([N:21]1[CH2:20][CH2:19][C:17]2[N:18]=[C:13]([NH:12][C:9]3[CH:10]=[CH:11][C:6]([C:5]4[O:1][CH:2]=[N:3][CH:4]=4)=[CH:7][CH:8]=3)[N:14]=[C:15]([N:23]([C:27]3[CH:28]=[CH:29][CH:30]=[CH:31][CH:32]=3)[CH2:24][CH2:25][OH:26])[C:16]=2[CH2:22]1)(=[O:44])=[O:43])[CH3:41]. The catalyst class is: 138.